This data is from Reaction yield outcomes from USPTO patents with 853,638 reactions. The task is: Predict the reaction yield, written as a fraction of the theoretical maximum amount of product (1.0 means a 100% yield; for example, 0.34 means a 34% yield). (1) The reactants are [CH3:1][O:2][C:3]([CH:5]1[CH2:9][CH2:8][C:7](=[O:10])[NH:6]1)=[O:4].C(N(CC)CC)C.[C:18]([O:22][C:23](O[C:23]([O:22][C:18]([CH3:21])([CH3:20])[CH3:19])=[O:24])=[O:24])([CH3:21])([CH3:20])[CH3:19]. The catalyst is CN(C)C1C=CN=CC=1.C(Cl)Cl. The product is [CH3:1][O:2][C:3]([CH:5]1[CH2:9][CH2:8][C:7](=[O:10])[N:6]1[C:23]([O:22][C:18]([CH3:21])([CH3:20])[CH3:19])=[O:24])=[O:4]. The yield is 0.940. (2) The yield is 0.190. The catalyst is CS(C)=O.C(=O)([O-])O.[Na+]. The reactants are [Cl:1][C:2]1[C:10]2[N:9]=[C:8]3[N:11]([C:15]4[CH:16]=[N:17][C:18]([O:22][CH3:23])=[CH:19][C:20]=4[CH3:21])[CH2:12][CH2:13][CH2:14][N:7]3[C:6]=2[C:5]([CH2:24][OH:25])=[CH:4][CH:3]=1.C(N(CC)CC)C. The product is [Cl:1][C:2]1[CH:3]=[CH:4][C:5]([CH:24]=[O:25])=[C:6]2[C:10]=1[N:9]=[C:8]1[N:11]([C:15]3[CH:16]=[N:17][C:18]([O:22][CH3:23])=[CH:19][C:20]=3[CH3:21])[CH2:12][CH2:13][CH2:14][N:7]21. (3) The reactants are [N+:1]([C:4]1[CH:5]=[C:6]2[C:11](=[CH:12][CH:13]=1)[NH:10][C:9](=O)[NH:8][C:7]2=O)([O-:3])=[O:2].P(Cl)(Cl)([Cl:18])=O.C(N(C(C)C)C=O)(C)C.[CH2:30]([NH2:42])[CH2:31][CH2:32][CH2:33][CH2:34][CH2:35][CH2:36][CH2:37][CH2:38][CH2:39][CH2:40][CH3:41]. The catalyst is O. The product is [Cl:18][C:9]1[N:8]=[C:7]([NH:42][CH2:30][CH2:31][CH2:32][CH2:33][CH2:34][CH2:35][CH2:36][CH2:37][CH2:38][CH2:39][CH2:40][CH3:41])[C:6]2[C:11](=[CH:12][CH:13]=[C:4]([N+:1]([O-:3])=[O:2])[CH:5]=2)[N:10]=1. The yield is 0.670. (4) The reactants are [NH2:1][C:2]1[CH:3]=[CH:4][C:5]([S:52]([CH:55]2[CH2:57][CH2:56]2)(=[O:54])=[O:53])=[C:6]([CH2:8][N:9]([CH3:51])[C:10]([CH:12]([NH:24][C:25]2[CH:26]=[C:27]3[C:32](=[CH:33][C:34]=2[F:35])[C:31]([N:36]([C:44]([O:46][C:47]([CH3:50])([CH3:49])[CH3:48])=[O:45])[C:37](=[O:43])[O:38][C:39]([CH3:42])([CH3:41])[CH3:40])=[N:30][CH:29]=[CH:28]3)[C:13]2[CH:18]=[CH:17][C:16]([C@@H:19]([CH3:22])[CH2:20][OH:21])=[C:15]([CH3:23])[CH:14]=2)=[O:11])[CH:7]=1.[C:58](Cl)(Cl)=[O:59]. The catalyst is C(#N)C.ClCCl. The product is [C:39]([O:38][C:37]([N:36]([C:31]1[C:32]2[C:27](=[CH:26][C:25]([NH:24][C@H:12]3[C:10](=[O:11])[N:9]([CH3:51])[CH2:8][C:6]4[CH:7]=[C:2]([CH:3]=[CH:4][C:5]=4[S:52]([CH:55]4[CH2:56][CH2:57]4)(=[O:54])=[O:53])[NH:1][C:58](=[O:59])[O:21][CH2:20][C@H:19]([CH3:22])[C:16]4[CH:17]=[CH:18][C:13]3=[CH:14][C:15]=4[CH3:23])=[C:34]([F:35])[CH:33]=2)[CH:28]=[CH:29][N:30]=1)[C:44](=[O:45])[O:46][C:47]([CH3:48])([CH3:49])[CH3:50])=[O:43])([CH3:41])([CH3:40])[CH3:42]. The yield is 0.429. (5) The reactants are [C:1]([C:3]1[CH:11]=[CH:10][C:6]([C:7](Cl)=[O:8])=[CH:5][CH:4]=1)#[N:2].[C:12]([N:16]1[C:20](=[O:21])[C:19]([NH:22][CH:23]2[CH2:28][CH2:27][NH:26][CH2:25][CH2:24]2)=[C:18]([C:29]2[CH:34]=[CH:33][CH:32]=[CH:31][CH:30]=2)[S:17]1(=[O:36])=[O:35])([CH3:15])([CH3:14])[CH3:13]. The catalyst is CN(C=O)C. The product is [C:12]([N:16]1[C:20](=[O:21])[C:19]([NH:22][CH:23]2[CH2:28][CH2:27][N:26]([C:7]([C:6]3[CH:10]=[CH:11][C:3]([C:1]#[N:2])=[CH:4][CH:5]=3)=[O:8])[CH2:25][CH2:24]2)=[C:18]([C:29]2[CH:30]=[CH:31][CH:32]=[CH:33][CH:34]=2)[S:17]1(=[O:36])=[O:35])([CH3:15])([CH3:13])[CH3:14]. The yield is 0.110. (6) The reactants are [CH2:1]([S:3][CH:4]([S:23][CH2:24][CH3:25])[C@@H:5]([OH:22])[C@@H:6]([OH:21])[C@H:7]([OH:20])[CH2:8][O:9][Si:10]([CH:17]([CH3:19])[CH3:18])([CH:14]([CH3:16])[CH3:15])[CH:11]([CH3:13])[CH3:12])[CH3:2].[H-].[Na+].[CH2:28](Br)[C:29]1[CH:34]=[CH:33][CH:32]=[CH:31][CH:30]=1. The catalyst is CN(C=O)C. The product is [CH:11]([Si:10]([CH:14]([CH3:15])[CH3:16])([CH:17]([CH3:19])[CH3:18])[O:9][CH2:8][C@@H:7]([O:20][CH2:28][C:29]1[CH:34]=[CH:33][CH:32]=[CH:31][CH:30]=1)[C@H:6]([O:21][CH2:28][C:29]1[CH:34]=[CH:33][CH:32]=[CH:31][CH:30]=1)[C@H:5]([O:22][CH2:28][C:29]1[CH:34]=[CH:33][CH:32]=[CH:31][CH:30]=1)[CH:4]([S:3][CH2:1][CH3:2])[S:23][CH2:24][CH3:25])([CH3:12])[CH3:13]. The yield is 0.637. (7) The reactants are [Cl:1][C:2]1[CH:3]=[CH:4][C:5]([CH:8]([OH:15])C2C=CC=CC=2)=[N:6][CH:7]=1.Cl[C:17]1[CH:22]=[CH:21][N+:20]([O-:23])=[CH:19][CH:18]=1. No catalyst specified. The product is [Cl:1][C:2]1[CH:3]=[CH:4][C:5]([CH2:8][O:15][C:17]2[CH:22]=[CH:21][N+:20]([O-:23])=[CH:19][CH:18]=2)=[N:6][CH:7]=1. The yield is 0.400.